Dataset: Catalyst prediction with 721,799 reactions and 888 catalyst types from USPTO. Task: Predict which catalyst facilitates the given reaction. (1) Reactant: Cl[C:2]1[C:11]2[C:6](=[C:7]([N+:12]([O-:14])=[O:13])[CH:8]=[CH:9][CH:10]=2)[N:5]=[C:4]([CH3:15])[N:3]=1.[NH:16]1[CH2:21][CH2:20][O:19][CH2:18][CH2:17]1.C([O-])([O-])=O.[K+].[K+]. Product: [CH3:15][C:4]1[N:3]=[C:2]([N:16]2[CH2:21][CH2:20][O:19][CH2:18][CH2:17]2)[C:11]2[C:6](=[C:7]([N+:12]([O-:14])=[O:13])[CH:8]=[CH:9][CH:10]=2)[N:5]=1. The catalyst class is: 23. (2) Reactant: [F:1][C:2]([F:20])([F:19])[S:3]([O:6][C:7]1[CH:16]=[CH:15][C:14]2[C:9](=[CH:10][C:11]([O:17]C)=[CH:12][CH:13]=2)[CH:8]=1)(=[O:5])=[O:4].B(Br)(Br)Br. Product: [F:19][C:2]([F:1])([F:20])[S:3]([O:6][C:7]1[CH:16]=[CH:15][C:14]2[C:9](=[CH:10][C:11]([OH:17])=[CH:12][CH:13]=2)[CH:8]=1)(=[O:4])=[O:5]. The catalyst class is: 4. (3) Reactant: C([O:3][C:4](=O)[CH:5]([O:7][CH:8]1[CH2:11][N:10]([C:12]([O:14][C:15]([CH3:18])([CH3:17])[CH3:16])=[O:13])[CH2:9]1)[CH3:6])C. The catalyst class is: 1. Product: [OH:3][CH2:4][CH:5]([O:7][CH:8]1[CH2:11][N:10]([C:12]([O:14][C:15]([CH3:16])([CH3:18])[CH3:17])=[O:13])[CH2:9]1)[CH3:6]. (4) Reactant: [F:1][CH:2]([CH2:12][CH2:13][N:14]1[CH:18]=[C:17]([C:19]([O:21][CH3:22])=[O:20])[N:16]=[N:15]1)[CH2:3][N:4]1[CH:8]=[C:7]([C:9]([OH:11])=O)[N:6]=[N:5]1.[F:23][C:24]([F:34])([F:33])[C:25]1[CH:30]=[CH:29][N:28]=[C:27]([CH2:31][NH2:32])[CH:26]=1.CN(C(ON1N=NC2C=CC=NC1=2)=[N+](C)C)C.F[P-](F)(F)(F)(F)F.CCN(C(C)C)C(C)C. Product: [F:1][CH:2]([CH2:3][N:4]1[CH:8]=[C:7]([C:9](=[O:11])[NH:32][CH2:31][C:27]2[CH:26]=[C:25]([C:24]([F:34])([F:23])[F:33])[CH:30]=[CH:29][N:28]=2)[N:6]=[N:5]1)[CH2:12][CH2:13][N:14]1[CH:18]=[C:17]([C:19]([O:21][CH3:22])=[O:20])[N:16]=[N:15]1. The catalyst class is: 136. (5) Reactant: FC(F)(F)C(O)=O.[Br:8][C:9]1[CH:25]=[CH:24][C:12]([CH2:13][C:14]2[C:19]([O:20]COC)=[CH:18][CH:17]=[CH:16][N:15]=2)=[C:11]([F:26])[CH:10]=1.C(=O)([O-])O.[Na+].C(OCC)(=O)C. Product: [Br:8][C:9]1[CH:25]=[CH:24][C:12]([CH2:13][C:14]2[C:19]([OH:20])=[CH:18][CH:17]=[CH:16][N:15]=2)=[C:11]([F:26])[CH:10]=1. The catalyst class is: 2.